Dataset: Full USPTO retrosynthesis dataset with 1.9M reactions from patents (1976-2016). Task: Predict the reactants needed to synthesize the given product. (1) Given the product [CH2:1]([O:8][C:9]1[CH:10]=[C:11]([CH:16]=[C:17]([O:27][CH2:28][C:29]2[CH:34]=[CH:33][CH:32]=[CH:31][CH:30]=2)[C:18]=1[O:19][CH2:20][C:21]1[CH:22]=[CH:23][CH:24]=[CH:25][CH:26]=1)[C:12]([OH:14])=[O:13])[C:2]1[CH:3]=[CH:4][CH:5]=[CH:6][CH:7]=1, predict the reactants needed to synthesize it. The reactants are: [CH2:1]([O:8][C:9]1[CH:10]=[C:11]([CH:16]=[C:17]([O:27][CH2:28][C:29]2[CH:34]=[CH:33][CH:32]=[CH:31][CH:30]=2)[C:18]=1[O:19][CH2:20][C:21]1[CH:26]=[CH:25][CH:24]=[CH:23][CH:22]=1)[C:12]([O:14]C)=[O:13])[C:2]1[CH:7]=[CH:6][CH:5]=[CH:4][CH:3]=1.[OH-].[K+].O. (2) Given the product [Cl:20][C:21]1[N:22]=[C:23]([C:28]([NH:1][C@H:2]2[CH2:7][CH2:6][N:5]([C:8]3[CH:13]=[CH:12][N:11]=[C:10]([C:14]([O:16][CH3:17])=[O:15])[CH:9]=3)[CH2:4][C@H:3]2[O:18][CH3:19])=[O:29])[NH:24][C:25]=1[CH2:26][CH3:27], predict the reactants needed to synthesize it. The reactants are: [NH2:1][C@H:2]1[CH2:7][CH2:6][N:5]([C:8]2[CH:13]=[CH:12][N:11]=[C:10]([C:14]([O:16][CH3:17])=[O:15])[CH:9]=2)[CH2:4][C@H:3]1[O:18][CH3:19].[Cl:20][C:21]1[N:22]=[C:23]([C:28](O)=[O:29])[NH:24][C:25]=1[CH2:26][CH3:27].CCN=C=NCCCN(C)C.Cl.C1C=CC2N(O)N=NC=2C=1. (3) Given the product [CH2:1]([O:3][C:4](=[O:26])[CH:5]([C:10]1[CH:15]=[CH:14][C:13]([O:16][CH2:17][C:18]2[CH:23]=[CH:22][CH:21]=[CH:20][C:19]=2[CH3:27])=[CH:12][CH:11]=1)[CH2:6][C:7]#[C:8][CH3:9])[CH3:2], predict the reactants needed to synthesize it. The reactants are: [CH2:1]([O:3][C:4](=[O:26])[CH:5]([C:10]1[CH:15]=[CH:14][C:13]([O:16][CH2:17][C:18]2[CH:23]=[CH:22][C:21](OC)=[CH:20][CH:19]=2)=[CH:12][CH:11]=1)[CH2:6][C:7]#[C:8][CH3:9])[CH3:2].[CH3:27]C1C=CC=CC=1CBr.C(=O)([O-])[O-].[Cs+].[Cs+].CN(C=O)C. (4) Given the product [F:27][C:28]1[CH:33]=[CH:32][CH:31]=[CH:30][C:29]=1[C:2]1[CH:3]=[N:4][CH:5]=[C:6]2[C:11]=1[N:10]=[C:9]([C:12]([NH:14][CH:15]([C:17]1[CH:22]=[CH:21][C:20]([S:23]([CH3:26])(=[O:25])=[O:24])=[CH:19][CH:18]=1)[CH3:16])=[O:13])[CH:8]=[CH:7]2, predict the reactants needed to synthesize it. The reactants are: Br[C:2]1[CH:3]=[N:4][CH:5]=[C:6]2[C:11]=1[N:10]=[C:9]([C:12]([NH:14][CH:15]([C:17]1[CH:22]=[CH:21][C:20]([S:23]([CH3:26])(=[O:25])=[O:24])=[CH:19][CH:18]=1)[CH3:16])=[O:13])[CH:8]=[CH:7]2.[F:27][C:28]1[CH:33]=[CH:32][CH:31]=[CH:30][C:29]=1B(O)O.C(=O)([O-])[O-].[Cs+].[Cs+]. (5) Given the product [CH2:3]([O:5][C:6]([C:8]1([NH:13][C:14]([CH:16]2[CH2:20][CH:19]([O:21][C:22]3[C:31]4[C:26](=[CH:27][C:28]([O:32][CH3:33])=[CH:29][CH:30]=4)[CH:25]=[CH:24][N:23]=3)[CH2:18][N:17]2[C:42](=[O:43])[CH:41]([NH:45][C:46]([O:48][C:49]([CH3:52])([CH3:51])[CH3:50])=[O:47])[CH2:40][CH2:39][CH2:38][O:37][CH2:34][CH:35]=[CH2:36])=[O:15])[CH2:10][CH:9]1[CH:11]=[CH2:12])=[O:7])[CH3:4], predict the reactants needed to synthesize it. The reactants are: Cl.Cl.[CH2:3]([O:5][C:6]([C:8]1([NH:13][C:14]([CH:16]2[CH2:20][CH:19]([O:21][C:22]3[C:31]4[C:26](=[CH:27][C:28]([O:32][CH3:33])=[CH:29][CH:30]=4)[CH:25]=[CH:24][N:23]=3)[CH2:18][NH:17]2)=[O:15])[CH2:10][CH:9]1[CH:11]=[CH2:12])=[O:7])[CH3:4].[CH2:34]([O:37][CH2:38][CH2:39][CH2:40][CH:41]([NH:45][C:46]([O:48][C:49]([CH3:52])([CH3:51])[CH3:50])=[O:47])[C:42](O)=[O:43])[CH:35]=[CH2:36].CN(C(ON1N=NC2C=CC=NC1=2)=[N+](C)C)C.F[P-](F)(F)(F)(F)F.CN1CCOCC1. (6) Given the product [N:1]1[C:10]2[CH2:9][CH:8]([NH:11][C:12](=[O:14])[CH3:13])[CH2:7][CH2:6][C:5]=2[CH:4]=[CH:3][CH:2]=1, predict the reactants needed to synthesize it. The reactants are: [N:1]1[C:10]2[C:5](=[CH:6][CH:7]=[C:8]([NH:11][C:12](=[O:14])[CH3:13])[CH:9]=2)[CH:4]=[CH:3][CH:2]=1.[OH-].[Na+]. (7) Given the product [C:1]([C:5]1[C:14]2[O:13][CH:12]([C:15]3[CH:20]=[CH:19][CH:18]=[CH:17][CH:16]=3)[C:11](=[O:21])[N:10]([CH2:22][CH2:23][C:24]([OH:32])=[O:25])[C:9]=2[CH:8]=[CH:7][CH:6]=1)([CH3:4])([CH3:2])[CH3:3], predict the reactants needed to synthesize it. The reactants are: [C:1]([C:5]1[C:14]2[O:13][CH:12]([C:15]3[CH:20]=[CH:19][CH:18]=[CH:17][CH:16]=3)[C:11](=[O:21])[N:10]([CH2:22][CH2:23][CH:24]=[O:25])[C:9]=2[CH:8]=[CH:7][CH:6]=1)([CH3:4])([CH3:3])[CH3:2].CC(=CC)C.P([O-])(O)(O)=[O:32].[Na+].Cl([O-])=O.[Na+].Cl.